Dataset: NCI-60 drug combinations with 297,098 pairs across 59 cell lines. Task: Regression. Given two drug SMILES strings and cell line genomic features, predict the synergy score measuring deviation from expected non-interaction effect. (1) Drug 1: COC1=CC(=CC(=C1O)OC)C2C3C(COC3=O)C(C4=CC5=C(C=C24)OCO5)OC6C(C(C7C(O6)COC(O7)C8=CC=CS8)O)O. Drug 2: CC1=CC2C(CCC3(C2CCC3(C(=O)C)OC(=O)C)C)C4(C1=CC(=O)CC4)C. Cell line: TK-10. Synergy scores: CSS=25.4, Synergy_ZIP=4.96, Synergy_Bliss=4.80, Synergy_Loewe=-19.8, Synergy_HSA=1.06. (2) Drug 1: CC12CCC(CC1=CCC3C2CCC4(C3CC=C4C5=CN=CC=C5)C)O. Drug 2: CC1OCC2C(O1)C(C(C(O2)OC3C4COC(=O)C4C(C5=CC6=C(C=C35)OCO6)C7=CC(=C(C(=C7)OC)O)OC)O)O. Cell line: T-47D. Synergy scores: CSS=37.0, Synergy_ZIP=-10.8, Synergy_Bliss=2.35, Synergy_Loewe=-7.38, Synergy_HSA=3.80. (3) Drug 1: C1=CC(=CC=C1C#N)C(C2=CC=C(C=C2)C#N)N3C=NC=N3. Drug 2: C1=CC=C(C(=C1)C(C2=CC=C(C=C2)Cl)C(Cl)Cl)Cl. Cell line: SF-268. Synergy scores: CSS=1.93, Synergy_ZIP=-1.82, Synergy_Bliss=-3.72, Synergy_Loewe=0.524, Synergy_HSA=-4.24. (4) Drug 1: C1=NC2=C(N=C(N=C2N1C3C(C(C(O3)CO)O)F)Cl)N. Drug 2: CC12CCC3C(C1CCC2O)C(CC4=C3C=CC(=C4)O)CCCCCCCCCS(=O)CCCC(C(F)(F)F)(F)F. Cell line: SR. Synergy scores: CSS=2.02, Synergy_ZIP=-0.00792, Synergy_Bliss=-0.0982, Synergy_Loewe=-5.07, Synergy_HSA=-4.98. (5) Drug 1: C1C(C(OC1N2C=C(C(=O)NC2=O)F)CO)O. Drug 2: N.N.Cl[Pt+2]Cl. Cell line: SK-OV-3. Synergy scores: CSS=35.1, Synergy_ZIP=-9.84, Synergy_Bliss=-2.92, Synergy_Loewe=-5.51, Synergy_HSA=-5.57. (6) Drug 1: C1C(C(OC1N2C=C(C(=O)NC2=O)F)CO)O. Drug 2: C1=CC=C(C(=C1)C(C2=CC=C(C=C2)Cl)C(Cl)Cl)Cl. Cell line: SNB-19. Synergy scores: CSS=19.7, Synergy_ZIP=-7.74, Synergy_Bliss=-0.499, Synergy_Loewe=-22.0, Synergy_HSA=-0.989. (7) Drug 1: C1CCC(CC1)NC(=O)N(CCCl)N=O. Drug 2: C1=CC=C(C=C1)NC(=O)CCCCCCC(=O)NO. Cell line: RXF 393. Synergy scores: CSS=36.7, Synergy_ZIP=4.87, Synergy_Bliss=11.5, Synergy_Loewe=12.7, Synergy_HSA=12.7.